This data is from Full USPTO retrosynthesis dataset with 1.9M reactions from patents (1976-2016). The task is: Predict the reactants needed to synthesize the given product. Given the product [CH3:1][O:2][C:3]1[CH:4]=[C:5]2[C:10](=[CH:11][C:12]=1[O:13][CH3:14])[N:9]=[CH:8][N:7]=[C:6]2[N:15]1[CH2:16][CH2:17][N:18]([C:28]([NH:27][C:21]2[CH:26]=[CH:25][CH:24]=[CH:23][CH:22]=2)=[O:29])[CH2:19][CH2:20]1, predict the reactants needed to synthesize it. The reactants are: [CH3:1][O:2][C:3]1[CH:4]=[C:5]2[C:10](=[CH:11][C:12]=1[O:13][CH3:14])[N:9]=[CH:8][N:7]=[C:6]2[N:15]1[CH2:20][CH2:19][NH:18][CH2:17][CH2:16]1.[C:21]1([N:27]=[C:28]=[O:29])[CH:26]=[CH:25][CH:24]=[CH:23][CH:22]=1.